From a dataset of Reaction yield outcomes from USPTO patents with 853,638 reactions. Predict the reaction yield, written as a fraction of the theoretical maximum amount of product (1.0 means a 100% yield; for example, 0.34 means a 34% yield). (1) The reactants are Br[C:2]1[CH:3]=[C:4]2[CH:10]=[N:9][NH:8][C:5]2=[N:6][CH:7]=1.[CH3:11][O:12][C:13]([C:15]1[CH:16]=[C:17](B(O)O)[CH:18]=[CH:19][CH:20]=1)=[O:14].C(=O)(O)[O-].[Na+]. The catalyst is O1CCOCC1.O.C1C=CC([P]([Pd]([P](C2C=CC=CC=2)(C2C=CC=CC=2)C2C=CC=CC=2)([P](C2C=CC=CC=2)(C2C=CC=CC=2)C2C=CC=CC=2)[P](C2C=CC=CC=2)(C2C=CC=CC=2)C2C=CC=CC=2)(C2C=CC=CC=2)C2C=CC=CC=2)=CC=1. The product is [NH:8]1[C:5]2=[N:6][CH:7]=[C:2]([C:19]3[CH:20]=[C:15]([CH:16]=[CH:17][CH:18]=3)[C:13]([O:12][CH3:11])=[O:14])[CH:3]=[C:4]2[CH:10]=[N:9]1. The yield is 0.650. (2) The reactants are [CH3:1][N:2]1[CH:6]=[C:5]([CH2:7][N:8]2[CH2:13][CH2:12][N:11]([C:14](OC(C)(C)C)=O)[CH2:10][CH2:9]2)[N:4]=[CH:3]1.C(O)(C(F)(F)F)=O.[Br:28][C:29]1C(Cl)=[C:31]([N+:36]([O-:38])=[O:37])[C:32]([NH2:35])=[N:33][CH:34]=1. The catalyst is C(Cl)Cl. The product is [Br:28][C:29]1[C:14]([N:11]2[CH2:10][CH2:9][N:8]([CH2:7][C:5]3[N:4]=[CH:3][N:2]([CH3:1])[CH:6]=3)[CH2:13][CH2:12]2)=[C:31]([N+:36]([O-:38])=[O:37])[C:32]([NH2:35])=[N:33][CH:34]=1. The yield is 0.470. (3) The reactants are [CH3:1][S:2](Cl)(=[O:4])=[O:3].[NH2:6][C:7]1[CH:37]=[CH:36][C:10]([CH2:11][N:12]2[C:16](=[O:17])[C:15]3([CH2:22][CH2:21][N:20]([C:23]([O:25][C:26]([CH3:29])([CH3:28])[CH3:27])=[O:24])[CH2:19][CH2:18]3)[N:14]([C:30]3[CH:35]=[CH:34][CH:33]=[CH:32][CH:31]=3)[CH2:13]2)=[CH:9][CH:8]=1.N1C=CC=CC=1. The catalyst is ClCCl. The product is [CH3:1][S:2]([NH:6][C:7]1[CH:8]=[CH:9][C:10]([CH2:11][N:12]2[C:16](=[O:17])[C:15]3([CH2:22][CH2:21][N:20]([C:23]([O:25][C:26]([CH3:29])([CH3:28])[CH3:27])=[O:24])[CH2:19][CH2:18]3)[N:14]([C:30]3[CH:31]=[CH:32][CH:33]=[CH:34][CH:35]=3)[CH2:13]2)=[CH:36][CH:37]=1)(=[O:4])=[O:3]. The yield is 0.920.